From a dataset of CYP2D6 inhibition data for predicting drug metabolism from PubChem BioAssay. Regression/Classification. Given a drug SMILES string, predict its absorption, distribution, metabolism, or excretion properties. Task type varies by dataset: regression for continuous measurements (e.g., permeability, clearance, half-life) or binary classification for categorical outcomes (e.g., BBB penetration, CYP inhibition). Dataset: cyp2d6_veith. (1) The compound is O=[N+]([O-])c1ccc(Cl)c(-c2ccc(/C=N/c3c(-c4ccco4)nc4ccccn34)o2)c1. The result is 0 (non-inhibitor). (2) The compound is COC(=O)C/C=C\[C@@H](C)[C@@H](/C=N\OC[C@@H](C)[C@H](OCc1ccccc1)C(C)C)OC. The result is 0 (non-inhibitor). (3) The molecule is CCOc1ccc(C(C)=O)cc1N1C(=O)C2C3C=CC(O3)C2C1=O. The result is 0 (non-inhibitor). (4) The result is 0 (non-inhibitor). The drug is COC(=O)N1CCC2(CCCN(c3ccncc3)C2)CC1. (5) The drug is O=C(O)c1ccccc1N[C@H](c1ccccc1)c1ccc2cccnc2c1O. The result is 0 (non-inhibitor). (6) The result is 0 (non-inhibitor). The molecule is COC(=O)[C@@H]1CC[C@H](C)[C@@H](c2ccc(C)cc2)N1C(=O)c1ccc(/C=N\O[C@@H](C)c2cn([C@H]3COC[C@H]3O)nn2)cc1. (7) The drug is COc1ccc(/C=N/NC(=O)c2sccc2OCc2ccc(F)cc2)cc1OC. The result is 0 (non-inhibitor). (8) The compound is O=c1cnc2cnc(N3CCNCC3)nc2n1Cc1ccc(F)cc1. The result is 0 (non-inhibitor). (9) The compound is C/C(=N/Nc1ccc2ccccc2n1)c1ccccc1O. The result is 1 (inhibitor). (10) The molecule is CC(=O)OC[C@@H]1O[C@H](CCO/N=C\[C@@H](C)[C@H](OCc2ccccc2)C(C)C)C=C[C@@H]1OC(C)=O. The result is 0 (non-inhibitor).